The task is: Predict which catalyst facilitates the given reaction.. This data is from Catalyst prediction with 721,799 reactions and 888 catalyst types from USPTO. (1) Reactant: CS[C:3]1[N:8]=[C:7]([C:9]2[CH:14]=[CH:13][C:12]([Cl:15])=[CH:11][C:10]=2[Cl:16])[C:6]([C:17]2[CH:22]=[CH:21][C:20]([Cl:23])=[CH:19][CH:18]=2)=[CH:5][N:4]=1.[F:24][C:25]1[CH:26]=[C:27]([CH:30]=[CH:31][CH:32]=1)[CH2:28][OH:29]. Product: [F:24][C:25]1[CH:26]=[C:27]([CH:30]=[CH:31][CH:32]=1)[CH2:28][O:29][C:3]1[N:8]=[C:7]([C:9]2[CH:14]=[CH:13][C:12]([Cl:15])=[CH:11][C:10]=2[Cl:16])[C:6]([C:17]2[CH:22]=[CH:21][C:20]([Cl:23])=[CH:19][CH:18]=2)=[CH:5][N:4]=1. The catalyst class is: 195. (2) The catalyst class is: 10. Product: [Br-:10].[CH:31]1[C:32]2[C:37](=[CH:36][CH:35]=[CH:34][CH:33]=2)[CH:38]=[CH:39][C:30]=1[CH2:29][N+:3]1[C:2]([Cl:1])=[C:6]([Cl:7])[N:5]([CH2:11][C:12]2[CH:25]=[C:24]3[C:26]4=[C:27]5[C:17]([CH:18]=[CH:19][CH:20]=[C:21]5[CH:22]=[CH:23]3)=[CH:16][CH:15]=[C:14]4[CH:13]=2)[CH:4]=1. Reactant: [Cl:1][C:2]1[N:3]=[CH:4][NH:5][C:6]=1[Cl:7].[OH-].[K+].[Br:10][CH2:11][C:12]1[CH:25]=[C:24]2[C:26]3=[C:27]4[C:17]([CH:18]=[CH:19][CH:20]=[C:21]4[CH:22]=[CH:23]2)=[CH:16][CH:15]=[C:14]3[CH:13]=1.Br[CH2:29][C:30]1[CH:39]=[CH:38][C:37]2[C:32](=[CH:33][CH:34]=[CH:35][CH:36]=2)[CH:31]=1. (3) Reactant: [Cl:1][C:2]1[CH:7]=[CH:6][C:5]([C:8]2[C:13]([C:14]([O:16]C)=[O:15])=[CH:12][N:11]=[CH:10][C:9]=2[F:18])=[C:4]([F:19])[CH:3]=1.[Li+].[OH-]. Product: [Cl:1][C:2]1[CH:7]=[CH:6][C:5]([C:8]2[C:13]([C:14]([OH:16])=[O:15])=[CH:12][N:11]=[CH:10][C:9]=2[F:18])=[C:4]([F:19])[CH:3]=1. The catalyst class is: 193. (4) Reactant: P(Cl)(Cl)(Cl)=O.CN([CH:9]=[O:10])C.[CH3:11][O:12][C:13]1[CH:21]=[CH:20][C:19]2[N:18]3[CH2:22][CH2:23][CH2:24][C:17]3=[CH:16][C:15]=2[CH:14]=1. Product: [CH3:11][O:12][C:13]1[CH:21]=[CH:20][C:19]2[N:18]3[CH2:22][CH2:23][CH2:24][C:17]3=[C:16]([CH:9]=[O:10])[C:15]=2[CH:14]=1. The catalyst class is: 4. (5) Reactant: [NH2:1][CH2:2][C:3]1([OH:6])[CH2:5][CH2:4]1.C(N(CC)CC)C.Cl[C:15]1[C:24]2[C:19](=[CH:20][CH:21]=[CH:22][CH:23]=2)[N:18]=[CH:17][C:16]=1[N+:25]([O-:27])=[O:26]. Product: [N+:25]([C:16]1[CH:17]=[N:18][C:19]2[C:24]([C:15]=1[NH:1][CH2:2][C:3]1([OH:6])[CH2:5][CH2:4]1)=[CH:23][CH:22]=[CH:21][CH:20]=2)([O-:27])=[O:26]. The catalyst class is: 4.